This data is from Forward reaction prediction with 1.9M reactions from USPTO patents (1976-2016). The task is: Predict the product of the given reaction. (1) Given the reactants [CH3:1][O:2][C:3]1[CH:4]=[C:5]([CH:21]=[CH:22][C:23]=1[O:24][CH2:25][C:26]1[N:27]=[C:28]([C:32]2[CH:37]=[CH:36][CH:35]=[CH:34][CH:33]=2)[O:29][C:30]=1[CH3:31])[CH2:6][O:7][C:8]1[C:12]([CH:13]=O)=[CH:11][N:10]([C:15]2[CH:20]=[CH:19][CH:18]=[CH:17][CH:16]=2)[N:9]=1.C(OP([CH2:46][C:47]([O:49][CH2:50][CH3:51])=[O:48])(OCC)=O)C.CN(C)C=O.[H-].[Na+], predict the reaction product. The product is: [CH3:1][O:2][C:3]1[CH:4]=[C:5]([CH:21]=[CH:22][C:23]=1[O:24][CH2:25][C:26]1[N:27]=[C:28]([C:32]2[CH:37]=[CH:36][CH:35]=[CH:34][CH:33]=2)[O:29][C:30]=1[CH3:31])[CH2:6][O:7][C:8]1[C:12](/[CH:13]=[CH:46]/[C:47]([O:49][CH2:50][CH3:51])=[O:48])=[CH:11][N:10]([C:15]2[CH:16]=[CH:17][CH:18]=[CH:19][CH:20]=2)[N:9]=1. (2) Given the reactants [Cl:1][C:2]1[CH:31]=[CH:30][C:5]([CH2:6][NH:7][C:8]([C:10]2[C:19](=[O:20])[C:18]3[C:13](=[C:14](I)[CH:15]=[C:16]([CH2:21][N:22]4[CH2:27][CH2:26][O:25][CH2:24][CH2:23]4)[CH:17]=3)[N:12]([CH3:29])[CH:11]=2)=[O:9])=[CH:4][CH:3]=1.[CH3:32][C@@H:33]([OH:36])[C:34]#[CH:35].CN(C=O)C, predict the reaction product. The product is: [Cl:1][C:2]1[CH:31]=[CH:30][C:5]([CH2:6][NH:7][C:8]([C:10]2[C:19](=[O:20])[C:18]3[C:13](=[C:14]([C:35]#[C:34][C@@H:33]([OH:36])[CH3:32])[CH:15]=[C:16]([CH2:21][N:22]4[CH2:27][CH2:26][O:25][CH2:24][CH2:23]4)[CH:17]=3)[N:12]([CH3:29])[CH:11]=2)=[O:9])=[CH:4][CH:3]=1. (3) Given the reactants [CH3:1][O:2][C:3]([C:5]1[C:6]([CH:25]([CH3:27])[CH3:26])=[N:7][C:8]2[C:13]([C:14]=1OS(C(F)(F)F)(=O)=O)=[CH:12][C:11]([Cl:23])=[CH:10][C:9]=2[Cl:24])=[O:4].[CH2:28]([O:30][C:31]1[CH:32]=[C:33](B(O)O)[CH:34]=[CH:35][CH:36]=1)[CH3:29], predict the reaction product. The product is: [CH3:1][O:2][C:3]([C:5]1[C:6]([CH:25]([CH3:27])[CH3:26])=[N:7][C:8]2[C:13]([C:14]=1[C:35]1[CH:34]=[CH:33][CH:32]=[C:31]([O:30][CH2:28][CH3:29])[CH:36]=1)=[CH:12][C:11]([Cl:23])=[CH:10][C:9]=2[Cl:24])=[O:4]. (4) Given the reactants [N+:1]([C:4]1[CH:9]=[CH:8][CH:7]=[CH:6][C:5]=1[C:10]1[C:11]2[C:16]([C:17]3[CH:18]=[CH:19][CH:20]=[CH:21][C:22]=3[CH:23]=1)=[CH:15][CH:14]=[CH:13][CH:12]=2)([O-])=O.P(OCC)(OCC)(OCC)=O, predict the reaction product. The product is: [CH:21]1[C:22]2[C:23]3[NH:1][C:4]4[CH:9]=[CH:8][CH:7]=[CH:6][C:5]=4[C:10]=3[C:11]3[C:16](=[CH:15][CH:14]=[CH:13][CH:12]=3)[C:17]=2[CH:18]=[CH:19][CH:20]=1. (5) Given the reactants [Br:1][C:2]1[CH:3]=[C:4]([N:8]2[C:12](=[O:13])[CH:11]=[CH:10][C:9]2=[O:14])[CH:5]=[CH:6][CH:7]=1.Br[CH:16]([Si](C)(C)C)[S:17][CH2:18][Si:19]([CH3:22])([CH3:21])[CH3:20], predict the reaction product. The product is: [Br:1][C:2]1[CH:3]=[C:4]([N:8]2[C:9](=[O:14])[C@H:10]3[C@@H:18]([Si:19]([CH3:22])([CH3:21])[CH3:20])[S:17][CH2:16][C@H:11]3[C:12]2=[O:13])[CH:5]=[CH:6][CH:7]=1. (6) Given the reactants [NH:1]1[CH2:6][CH2:5][CH:4]([CH2:7]O)[CH2:3][CH2:2]1.Cl[C:10]([O:12][CH:13]([CH3:15])[CH3:14])=[O:11].C1(C)C=CC=CC=1.[CH3:23][O:24][C:25]1[CH:26]=[C:27]([NH2:43])[C:28]([Cl:42])=[CH:29][C:30]=1[C:31]([NH:33][CH:34]1[CH:39]([O:40][CH3:41])[CH2:38][NH:37][CH2:36][CH2:35]1)=[O:32], predict the reaction product. The product is: [NH2:43][C:27]1[C:28]([Cl:42])=[CH:29][C:30]([C:31]([NH:33][C@H:34]2[CH2:35][CH2:36][N:37]([CH2:7][CH:4]3[CH2:3][CH2:2][N:1]([C:10]([O:12][CH:13]([CH3:15])[CH3:14])=[O:11])[CH2:6][CH2:5]3)[CH2:38][C@H:39]2[O:40][CH3:41])=[O:32])=[C:25]([O:24][CH3:23])[CH:26]=1. (7) Given the reactants [C:1]1([C:28]2[CH:33]=[CH:32][CH:31]=[CH:30][CH:29]=2)[CH:6]=[CH:5][C:4]([C:7]([N:9]2[CH2:13][C:12](=[N:14][NH2:15])[CH2:11][C@H:10]2[C:16]([NH:18][CH2:19][CH:20]([OH:27])[C:21]2[CH:26]=[CH:25][CH:24]=[CH:23][CH:22]=2)=[O:17])=[O:8])=[CH:3][CH:2]=1.[C:34](OC(=O)C)(=[O:36])[CH3:35], predict the reaction product. The product is: [C:34]([NH:15][N:14]=[C:12]1[CH2:13][N:9]([C:7]([C:4]2[CH:3]=[CH:2][C:1]([C:28]3[CH:29]=[CH:30][CH:31]=[CH:32][CH:33]=3)=[CH:6][CH:5]=2)=[O:8])[C@H:10]([C:16]([NH:18][CH2:19][CH:20]([OH:27])[C:21]2[CH:22]=[CH:23][CH:24]=[CH:25][CH:26]=2)=[O:17])[CH2:11]1)(=[O:36])[CH3:35]. (8) Given the reactants C(O[BH-](OC(=O)C)OC(=O)C)(=O)C.[Na+].[F:15][C:16]1[C:17]([C:36]2[CH:48]=[C:47]([F:49])[C:39]3[N:40]=[C:41]([CH3:46])[N:42]([CH:43]([CH3:45])[CH3:44])[C:38]=3[CH:37]=2)=[N:18][C:19]([NH:22][C:23]2[CH:28]=[CH:27][C:26]([CH2:29][N:30]3[CH2:35][CH2:34][NH:33][CH2:32][CH2:31]3)=[CH:25][N:24]=2)=[N:20][CH:21]=1.[CH3:50][C:51]([CH3:53])=O.ClCCCl, predict the reaction product. The product is: [F:15][C:16]1[C:17]([C:36]2[CH:48]=[C:47]([F:49])[C:39]3[N:40]=[C:41]([CH3:46])[N:42]([CH:43]([CH3:45])[CH3:44])[C:38]=3[CH:37]=2)=[N:18][C:19]([NH:22][C:23]2[CH:28]=[CH:27][C:26]([CH2:29][N:30]3[CH2:31][CH2:32][N:33]([CH:51]([CH3:53])[CH3:50])[CH2:34][CH2:35]3)=[CH:25][N:24]=2)=[N:20][CH:21]=1. (9) The product is: [Cl:1][C:2]1[CH:3]=[C:4]([C@@H:8]2[C@@H:13]([C:14]3[CH:15]=[CH:16][C:17]([Cl:20])=[CH:18][CH:19]=3)[N:12]([C@@H:21]([CH2:31][CH3:32])[CH2:22][N:23]([CH3:30])[S:24]([CH:27]3[CH2:29][CH2:28]3)(=[O:25])=[O:26])[C:11](=[O:33])[C@:10]([CH2:35][C:36]([NH:47][C:46]#[N:45])=[O:37])([CH3:34])[CH2:9]2)[CH:5]=[CH:6][CH:7]=1. Given the reactants [Cl:1][C:2]1[CH:3]=[C:4]([C@@H:8]2[C@@H:13]([C:14]3[CH:19]=[CH:18][C:17]([Cl:20])=[CH:16][CH:15]=3)[N:12]([C@@H:21]([CH2:31][CH3:32])[CH2:22][N:23]([CH3:30])[S:24]([CH:27]3[CH2:29][CH2:28]3)(=[O:26])=[O:25])[C:11](=[O:33])[C@:10]([CH2:35][C:36](O)=[O:37])([CH3:34])[CH2:9]2)[CH:5]=[CH:6][CH:7]=1.C1([N:45]=[C:46]=[N:47]C2CCCCC2)CCCCC1.ON1C(=O)CCC1=O.N#CN.[Na], predict the reaction product.